Dataset: Catalyst prediction with 721,799 reactions and 888 catalyst types from USPTO. Task: Predict which catalyst facilitates the given reaction. (1) Reactant: C1OC2C(=CSC=2)[O:3]C1CO.[CH:12]1([N:18]=[C:19]=[N:20][CH:21]2[CH2:26][CH2:25][CH2:24][CH2:23][CH2:22]2)[CH2:17][CH2:16][CH2:15][CH2:14][CH2:13]1.C(C1C=CC(C2C=CC(OC(CC)C(O)=O)=CC=2)=CC=1)#N. Product: [CH:21]1([NH:20][C:19]([NH:18][CH:12]2[CH2:13][CH2:14][CH2:15][CH2:16][CH2:17]2)=[O:3])[CH2:26][CH2:25][CH2:24][CH2:23][CH2:22]1. The catalyst class is: 143. (2) Reactant: [Cl:1][C:2]1[CH:11]=[C:10]([NH:12][CH:13]([CH3:15])[CH3:14])[C:5]([C:6]([NH:8][NH2:9])=[O:7])=[CH:4][N:3]=1.[C:16](O)(=[O:23])[C:17]1[CH:22]=[CH:21][CH:20]=[CH:19][CH:18]=1.CCN=C=NCCCN(C)C.Cl.CCN(C(C)C)C(C)C.C1C=CC2N(O)N=NC=2C=1. Product: [C:16]([NH:9][NH:8][C:6](=[O:7])[C:5]1[C:10]([NH:12][CH:13]([CH3:15])[CH3:14])=[CH:11][C:2]([Cl:1])=[N:3][CH:4]=1)(=[O:23])[C:17]1[CH:22]=[CH:21][CH:20]=[CH:19][CH:18]=1. The catalyst class is: 3. (3) Reactant: [CH3:1][C@@H:2]1[C:8]2[CH:9]=[C:10]([C:13](OCC)=[O:14])[CH:11]=[CH:12][C:7]=2[O:6][CH2:5][CH2:4][N:3]1[C:18]([C:20]1([CH3:24])[CH2:23][CH2:22][CH2:21]1)=[O:19].[OH-:25].[Na+].[NH2:27]O.Cl. Product: [OH:25][NH:27][C:13]([C:10]1[CH:11]=[CH:12][C:7]2[O:6][CH2:5][CH2:4][N:3]([C:18]([C:20]3([CH3:24])[CH2:23][CH2:22][CH2:21]3)=[O:19])[C@H:2]([CH3:1])[C:8]=2[CH:9]=1)=[O:14]. The catalyst class is: 36. (4) Reactant: [F:1][C:2]1[CH:7]=[CH:6][C:5]([N:8]2[C:12]3[CH:13]=[N:14][CH:15]=[C:16]([C:17]([NH:19][C:20]4([C:23]5[CH:24]=[C:25]([CH:29]=[CH:30][CH:31]=5)[C:26]([OH:28])=O)[CH2:22][CH2:21]4)=[O:18])[C:11]=3[CH:10]=[N:9]2)=[CH:4][CH:3]=1.[NH2:32][CH2:33][C:34]([O:36][CH3:37])=[O:35].Cl.C(N(CC)C(C)C)(C)C.CN(C(ON1N=NC2C=CC=CC1=2)=[N+](C)C)C.[B-](F)(F)(F)F. Product: [CH3:37][O:36][C:34](=[O:35])[CH2:33][NH:32][C:26](=[O:28])[C:25]1[CH:29]=[CH:30][CH:31]=[C:23]([C:20]2([NH:19][C:17]([C:16]3[C:11]4[CH:10]=[N:9][N:8]([C:5]5[CH:6]=[CH:7][C:2]([F:1])=[CH:3][CH:4]=5)[C:12]=4[CH:13]=[N:14][CH:15]=3)=[O:18])[CH2:22][CH2:21]2)[CH:24]=1. The catalyst class is: 3. (5) Reactant: [Cl:1][C:2]1[C:7](Cl)=[CH:6][C:5]([NH2:9])=[C:4]([N+:10]([O-:12])=[O:11])[CH:3]=1.[CH3:13][O-:14].[Na+].O. Product: [Cl:1][C:2]1[C:7]([O:14][CH3:13])=[CH:6][C:5]([NH2:9])=[C:4]([N+:10]([O-:12])=[O:11])[CH:3]=1. The catalyst class is: 5.